Dataset: Full USPTO retrosynthesis dataset with 1.9M reactions from patents (1976-2016). Task: Predict the reactants needed to synthesize the given product. Given the product [C:14]([C:18]1[CH:23]=[CH:22][C:21]([C:24]([C:25]2[C:26](=[O:27])[O:13][C:5]3[C:6]([CH:7]=2)=[C:9]([O:11][CH3:12])[CH:10]=[C:3]([O:2][CH3:1])[CH:4]=3)=[O:30])=[CH:20][CH:19]=1)([CH3:17])([CH3:15])[CH3:16], predict the reactants needed to synthesize it. The reactants are: [CH3:1][O:2][C:3]1[CH:10]=[C:9]([O:11][CH3:12])[C:6]([CH:7]=O)=[C:5]([OH:13])[CH:4]=1.[C:14]([C:18]1[CH:23]=[CH:22][C:21]([C:24](=[O:30])[CH2:25][C:26](OC)=[O:27])=[CH:20][CH:19]=1)([CH3:17])([CH3:16])[CH3:15].N1CCCCC1.